This data is from Forward reaction prediction with 1.9M reactions from USPTO patents (1976-2016). The task is: Predict the product of the given reaction. Given the reactants [NH2:1][C:2]1[N:6](C(OC(C)(C)C)=O)[N:5]=[C:4]([O:14][CH3:15])[C:3]=1[C:16]1[CH:21]=[CH:20][CH:19]=[CH:18][N:17]=1.C(O)(C(F)(F)F)=O, predict the reaction product. The product is: [CH3:15][O:14][C:4]1[C:3]([C:16]2[CH:21]=[CH:20][CH:19]=[CH:18][N:17]=2)=[C:2]([NH2:1])[NH:6][N:5]=1.